This data is from Experimentally validated miRNA-target interactions with 360,000+ pairs, plus equal number of negative samples. The task is: Binary Classification. Given a miRNA mature sequence and a target amino acid sequence, predict their likelihood of interaction. The miRNA is mmu-miR-5098 with sequence GUUACAUGGUGAAGCCCAGUU. The protein sequence of the target gene is MSFPQLGYQYIRPLYPPERPGAAGGGGGGSSAGGRSGPGAGASELAASGSLSNVLSSVYGAPYAAAAAAAAAAQGYGAFLPYATELPIFPQLGAQYELKDSPGVQHPATAAAFPHPHPAFYPYGQYQFGDPSRPKNATRESTSTLKAWLNEHRKNPYPTKGEKIMLAIITKMTLTQVSTWFANARRRLKKENKMTWAPRSRTDEEGNAYGSEREEEDEEEDEEESKRELEMEEEELAGEEEDTGGEGLADDDEDEEIDLENLDSAAAGSELTLAGAAHRNGDFGLGPISDCKTSDSDDSS.... Result: 0 (no interaction).